Dataset: Forward reaction prediction with 1.9M reactions from USPTO patents (1976-2016). Task: Predict the product of the given reaction. (1) Given the reactants [F:1][C:2]([F:18])([F:17])[C:3]1[CH:8]=[CH:7][C:6]([O:9][C:10]([CH2:15][F:16])([C:13]#[CH:14])[CH2:11][F:12])=[CH:5][CH:4]=1.CCCCCC.C([Li])CCC.Cl[C:31]([O:33][CH3:34])=[O:32], predict the reaction product. The product is: [F:16][CH2:15][C:10]([CH2:11][F:12])([O:9][C:6]1[CH:7]=[CH:8][C:3]([C:2]([F:17])([F:18])[F:1])=[CH:4][CH:5]=1)[C:13]#[C:14][C:31]([O:33][CH3:34])=[O:32]. (2) Given the reactants [OH:1][C:2]1[CH:3]=[C:4]2[O:30][CH2:29][O:28][C:5]2=[N:6][C:7]=1[CH:8]1[C:16]2[C:11](=[CH:12][CH:13]=[CH:14][CH:15]=2)[N:10]([CH2:17][C:18]2[O:19][C:20]([C:23]([F:26])([F:25])[F:24])=[CH:21][CH:22]=2)[C:9]1=[O:27].[CH2:31]=[O:32], predict the reaction product. The product is: [OH:1][C:2]1[CH:3]=[C:4]2[O:30][CH2:29][O:28][C:5]2=[N:6][C:7]=1[C:8]1([CH2:31][OH:32])[C:16]2[C:11](=[CH:12][CH:13]=[CH:14][CH:15]=2)[N:10]([CH2:17][C:18]2[O:19][C:20]([C:23]([F:25])([F:24])[F:26])=[CH:21][CH:22]=2)[C:9]1=[O:27]. (3) The product is: [BrH:12].[CH2:11]([N:3]1[C:2]([CH3:1])=[C:6]([CH3:7])[S:5][C:4]1=[NH:8])[CH:10]=[CH2:9]. Given the reactants [CH3:1][C:2]1[N:3]=[C:4]([NH2:8])[S:5][C:6]=1[CH3:7].[CH2:9]([Br:12])[CH:10]=[CH2:11], predict the reaction product. (4) Given the reactants [OH:1][C:2]1[C:7]([CH3:8])=[C:6]([O:9][CH2:10][C:11]2[CH:16]=[CH:15][CH:14]=[CH:13][CH:12]=2)[CH:5]=[CH:4][C:3]=1[C:17](=[O:19])[CH3:18].[C:20](OCC)(=O)[C:21]([O:23]CC)=[O:22].C[O-].[Na+], predict the reaction product. The product is: [CH3:8][C:7]1[C:2]2[O:1][C:20]([C:21]([OH:23])=[O:22])=[CH:18][C:17](=[O:19])[C:3]=2[CH:4]=[CH:5][C:6]=1[O:9][CH2:10][C:11]1[CH:12]=[CH:13][CH:14]=[CH:15][CH:16]=1. (5) The product is: [OH:2][CH2:1][C:3]1[N:8]=[C:7]([C:9]([F:11])([F:10])[F:12])[N:6]=[C:5]([O:13][CH:14]2[CH2:19][CH2:18][N:17]([C:20]([O:22][C:23]([CH3:26])([CH3:25])[CH3:24])=[O:21])[CH2:16][CH2:15]2)[CH:4]=1. Given the reactants [CH:1]([C:3]1[N:8]=[C:7]([C:9]([F:12])([F:11])[F:10])[N:6]=[C:5]([O:13][CH:14]2[CH2:19][CH2:18][N:17]([C:20]([O:22][C:23]([CH3:26])([CH3:25])[CH3:24])=[O:21])[CH2:16][CH2:15]2)[CH:4]=1)=[O:2].[BH4-].[Na+], predict the reaction product. (6) Given the reactants O.[CH2:2]([OH:4])C.C(O)(=O)C.[Cl:9][C:10]1[C:15]([Cl:16])=[CH:14][C:13]([N+:17]([O-])=O)=[CH:12][N:11]=1.[O:20]1[CH2:24][CH2:23]C[CH2:21]1, predict the reaction product. The product is: [Cl:16][C:15]1[CH:14]=[C:13]([NH:17][CH2:23][CH:24]([O:20][CH3:21])[O:4][CH3:2])[CH:12]=[N:11][C:10]=1[Cl:9].